Dataset: Catalyst prediction with 721,799 reactions and 888 catalyst types from USPTO. Task: Predict which catalyst facilitates the given reaction. (1) Reactant: [Cl:1][C:2]1[C:3]([NH:25][C:26]2[CH:30]=[C:29]([CH:31]3[CH2:33][CH2:32]3)[NH:28][N:27]=2)=[N:4][C:5]([C:8]2[S:12][C:11]([S:13]([NH:16][NH:17]C(OC(C)(C)C)=O)(=[O:15])=[O:14])=[CH:10][CH:9]=2)=[N:6][CH:7]=1. Product: [Cl:1][C:2]1[C:3]([NH:25][C:26]2[CH:30]=[C:29]([CH:31]3[CH2:33][CH2:32]3)[NH:28][N:27]=2)=[N:4][C:5]([C:8]2[S:12][C:11]([S:13]([NH:16][NH2:17])(=[O:14])=[O:15])=[CH:10][CH:9]=2)=[N:6][CH:7]=1. The catalyst class is: 67. (2) Reactant: Br[C:2]1[S:6][C:5]([C:7]([OH:9])=[O:8])=[CH:4][CH:3]=1.[C:10]1([OH:16])[CH:15]=[CH:14][CH:13]=[CH:12][CH:11]=1.C([O-])([O-])=O.[Na+].[Na+].O. Product: [OH:16][C:10]1[CH:15]=[CH:14][CH:13]=[CH:12][C:11]=1[C:2]1[S:6][C:5]([C:7]([OH:9])=[O:8])=[CH:4][CH:3]=1. The catalyst class is: 176. (3) Reactant: [CH3:1][O:2][C:3]1[CH:19]=[CH:18][CH:17]=[CH:16][C:4]=1[C:5]([CH:7]1[CH2:14][C:10]2[S:11][CH:12]=[CH:13][C:9]=2[C:8]1=O)=O.O.[NH2:21][NH2:22].C(O)(=O)C. Product: [CH3:1][O:2][C:3]1[CH:19]=[CH:18][CH:17]=[CH:16][C:4]=1[C:5]1[C:7]2[CH2:14][C:10]3[S:11][CH:12]=[CH:13][C:9]=3[C:8]=2[NH:22][N:21]=1. The catalyst class is: 8. (4) Reactant: [Cl-].[Al+3].[Cl-].[Cl-].[CH3:5][O:6][C:7]([C:9]1[NH:10][CH:11]=[CH:12][CH:13]=1)=[O:8].Cl[C:15]([CH3:18])([CH3:17])[CH3:16]. Product: [C:15]([C:11]1[NH:10][C:9]([C:7]([O:6][CH3:5])=[O:8])=[CH:13][CH:12]=1)([CH3:18])([CH3:17])[CH3:16]. The catalyst class is: 68. (5) Reactant: [CH3:1][O:2][C:3]1([O:19][CH3:20])[CH2:7][N:6]([C:8]([C:10]2[CH:15]=[CH:14][CH:13]=[CH:12][CH:11]=2)=[O:9])[C@@H:5]2[CH2:16][CH2:17][NH:18][C@H:4]12.[C:21]([NH:31][C@H:32]([C:37](F)=[O:38])[CH2:33][CH:34]([CH3:36])[CH3:35])([O:23][CH2:24][C:25]1[CH:30]=[CH:29][CH:28]=[CH:27][CH:26]=1)=[O:22]. Product: [CH2:24]([O:23][C:21](=[O:22])[NH:31][C@H:32]([C:37]([N:18]1[CH2:17][CH2:16][C@H:5]2[N:6]([C:8](=[O:9])[C:10]3[CH:15]=[CH:14][CH:13]=[CH:12][CH:11]=3)[CH2:7][C:3]([O:2][CH3:1])([O:19][CH3:20])[C@@H:4]12)=[O:38])[CH2:33][CH:34]([CH3:36])[CH3:35])[C:25]1[CH:30]=[CH:29][CH:28]=[CH:27][CH:26]=1. The catalyst class is: 9. (6) Reactant: [CH3:1][C:2]1[C:7]([OH:8])=[CH:6][CH:5]=[C:4]([N+:9]([O-:11])=[O:10])[N:3]=1.[C:12](OC(=O)C)(=[O:14])[CH3:13].C(=O)([O-])[O-].[K+].[K+]. Product: [CH3:1][C:2]1[C:7]([O:8][C:12](=[O:14])[CH3:13])=[CH:6][CH:5]=[C:4]([N+:9]([O-:11])=[O:10])[N:3]=1. The catalyst class is: 21. (7) Reactant: P(Cl)(Cl)(Cl)=O.[C:6]([O:9][CH2:10][CH2:11][N:12]([CH2:19][CH3:20])[C:13]1[CH:18]=[CH:17][CH:16]=[CH:15][CH:14]=1)(=[O:8])[CH3:7].[C:21]([O-])(=[O:23])C.[Na+]. Product: [C:6]([O:9][CH2:10][CH2:11][N:12]([CH2:19][CH3:20])[C:13]1[CH:18]=[CH:17][C:16]([CH:21]=[O:23])=[CH:15][CH:14]=1)(=[O:8])[CH3:7]. The catalyst class is: 9. (8) Reactant: [CH3:1][C:2]1[O:6][C:5]([C:7]2[CH:12]=[CH:11][C:10]([CH3:13])=[CH:9][CH:8]=2)=[N:4][C:3]=1[CH2:14][O:15][C@@H:16]1[CH2:21][CH2:20][CH2:19][C@H:18]([CH2:22][NH:23][CH2:24][C:25]([O:27]C(C)C)=[O:26])[CH2:17]1.[CH:31](=O)[C:32]1[CH:37]=[CH:36][CH:35]=[CH:34][CH:33]=1.[O-]S([O-])(=O)=O.[Mg+2].[B-](OC(C)=O)(OC(C)=O)OC(C)=O.[Na+]. Product: [CH2:31]([N:23]([CH2:22][C@H:18]1[CH2:19][CH2:20][CH2:21][C@@H:16]([O:15][CH2:14][C:3]2[N:4]=[C:5]([C:7]3[CH:8]=[CH:9][C:10]([CH3:13])=[CH:11][CH:12]=3)[O:6][C:2]=2[CH3:1])[CH2:17]1)[CH2:24][C:25]([OH:27])=[O:26])[C:32]1[CH:37]=[CH:36][CH:35]=[CH:34][CH:33]=1. The catalyst class is: 46. (9) Reactant: [F:1][C:2]1[CH:7]=[C:6]([S:8][CH3:9])[CH:5]=[CH:4][C:3]=1[NH:10][C:11]1[C:12]([C:19]([NH:21][O:22][CH2:23][CH2:24][O:25]C=C)=[O:20])=[N:13][N:14]([CH3:18])[C:15](=[O:17])[CH:16]=1.Cl. Product: [F:1][C:2]1[CH:7]=[C:6]([S:8][CH3:9])[CH:5]=[CH:4][C:3]=1[NH:10][C:11]1[C:12]([C:19]([NH:21][O:22][CH2:23][CH2:24][OH:25])=[O:20])=[N:13][N:14]([CH3:18])[C:15](=[O:17])[CH:16]=1. The catalyst class is: 25. (10) Product: [Cl:1][C:2]1[CH:27]=[CH:26][C:5]2[N:6]3[C:10]([CH2:11][N:12]([C:29]4[N:34]=[CH:33][CH:32]=[CH:31][N:30]=4)[CH2:13][C:4]=2[CH:3]=1)=[N:9][N:8]=[C:7]3[CH:14]1[CH2:15][CH2:16][N:17]([C:20]2[CH:25]=[CH:24][CH:23]=[CH:22][N:21]=2)[CH2:18][CH2:19]1. Reactant: [Cl:1][C:2]1[CH:27]=[CH:26][C:5]2[N:6]3[C:10]([CH2:11][NH:12][CH2:13][C:4]=2[CH:3]=1)=[N:9][N:8]=[C:7]3[CH:14]1[CH2:19][CH2:18][N:17]([C:20]2[CH:25]=[CH:24][CH:23]=[CH:22][N:21]=2)[CH2:16][CH2:15]1.Cl[C:29]1[N:34]=[CH:33][CH:32]=[CH:31][N:30]=1.C(=O)([O-])[O-].[K+].[K+]. The catalyst class is: 9.